Dataset: NCI-60 drug combinations with 297,098 pairs across 59 cell lines. Task: Regression. Given two drug SMILES strings and cell line genomic features, predict the synergy score measuring deviation from expected non-interaction effect. (1) Cell line: SK-MEL-28. Drug 2: CC(C)(C#N)C1=CC(=CC(=C1)CN2C=NC=N2)C(C)(C)C#N. Drug 1: CCN(CC)CCNC(=O)C1=C(NC(=C1C)C=C2C3=C(C=CC(=C3)F)NC2=O)C. Synergy scores: CSS=10.6, Synergy_ZIP=-3.90, Synergy_Bliss=0.329, Synergy_Loewe=2.95, Synergy_HSA=2.17. (2) Drug 1: CC1CCC2CC(C(=CC=CC=CC(CC(C(=O)C(C(C(=CC(C(=O)CC(OC(=O)C3CCCCN3C(=O)C(=O)C1(O2)O)C(C)CC4CCC(C(C4)OC)OCCO)C)C)O)OC)C)C)C)OC. Drug 2: CC(C)NC(=O)C1=CC=C(C=C1)CNNC.Cl. Cell line: OVCAR-5. Synergy scores: CSS=6.46, Synergy_ZIP=-0.364, Synergy_Bliss=5.80, Synergy_Loewe=-13.5, Synergy_HSA=-1.30. (3) Drug 1: CC(CN1CC(=O)NC(=O)C1)N2CC(=O)NC(=O)C2. Drug 2: C1C(C(OC1N2C=NC(=NC2=O)N)CO)O. Cell line: U251. Synergy scores: CSS=30.3, Synergy_ZIP=-8.05, Synergy_Bliss=1.61, Synergy_Loewe=2.01, Synergy_HSA=1.73. (4) Cell line: SK-MEL-28. Synergy scores: CSS=-33.4, Synergy_ZIP=8.03, Synergy_Bliss=-14.7, Synergy_Loewe=-29.6, Synergy_HSA=-31.3. Drug 2: CCN(CC)CCNC(=O)C1=C(NC(=C1C)C=C2C3=C(C=CC(=C3)F)NC2=O)C. Drug 1: COC1=NC(=NC2=C1N=CN2C3C(C(C(O3)CO)O)O)N.